This data is from Full USPTO retrosynthesis dataset with 1.9M reactions from patents (1976-2016). The task is: Predict the reactants needed to synthesize the given product. (1) Given the product [OH:30][N:29]=[CH:1][C:3]1[C:4]([CH3:28])=[C:5]2[C:10]([NH:11][C:12]3[CH:17]=[CH:16][C:15]([O:18][C:19]4[CH:24]=[CH:23][CH:22]=[CH:21][CH:20]=4)=[CH:14][CH:13]=3)=[C:9]([C:25]#[N:26])[CH:8]=[N:7][N:6]2[CH:27]=1, predict the reactants needed to synthesize it. The reactants are: [CH:1]([C:3]1[C:4]([CH3:28])=[C:5]2[C:10]([NH:11][C:12]3[CH:17]=[CH:16][C:15]([O:18][C:19]4[CH:24]=[CH:23][CH:22]=[CH:21][CH:20]=4)=[CH:14][CH:13]=3)=[C:9]([C:25]#[N:26])[CH:8]=[N:7][N:6]2[CH:27]=1)=O.[NH2:29][OH:30]. (2) Given the product [Br:1][C:2]1[N:11]=[C:10]2[C:5]([CH:6]([O:12][Si:22]([C:18]([CH3:21])([CH3:20])[CH3:19])([C:29]3[CH:30]=[CH:31][CH:32]=[CH:33][CH:34]=3)[C:23]3[CH:28]=[CH:27][CH:26]=[CH:25][CH:24]=3)[CH2:7][CH2:8][NH:9]2)=[CH:4][CH:3]=1, predict the reactants needed to synthesize it. The reactants are: [Br:1][C:2]1[N:11]=[C:10]2[C:5]([CH:6]([OH:12])[CH2:7][CH2:8][NH:9]2)=[CH:4][CH:3]=1.N1C=CN=C1.[C:18]([Si:22](Cl)([C:29]1[CH:34]=[CH:33][CH:32]=[CH:31][CH:30]=1)[C:23]1[CH:28]=[CH:27][CH:26]=[CH:25][CH:24]=1)([CH3:21])([CH3:20])[CH3:19]. (3) The reactants are: [CH3:1][O:2][C:3]1[C:8]([N+:9]([O-:11])=[O:10])=[CH:7][N:6]=[C:5]([C:12]([OH:14])=O)[CH:4]=1.Cl.[F:16][C:17]1[CH:18]=[C:19]([C@@H:28]([C:30]2[C:35]([F:36])=[CH:34][CH:33]=[CH:32][N:31]=2)[NH2:29])[CH:20]=[CH:21][C:22]=1[O:23][C:24]([F:27])([F:26])[F:25].CN(C(ON1N=NC2C=CC=NC1=2)=[N+](C)C)C.F[P-](F)(F)(F)(F)F.CCN(C(C)C)C(C)C. Given the product [F:16][C:17]1[CH:18]=[C:19]([C@@H:28]([C:30]2[C:35]([F:36])=[CH:34][CH:33]=[CH:32][N:31]=2)[NH:29][C:12](=[O:14])[C:5]2[CH:4]=[C:3]([O:2][CH3:1])[C:8]([N+:9]([O-:11])=[O:10])=[CH:7][N:6]=2)[CH:20]=[CH:21][C:22]=1[O:23][C:24]([F:27])([F:26])[F:25], predict the reactants needed to synthesize it.